This data is from Forward reaction prediction with 1.9M reactions from USPTO patents (1976-2016). The task is: Predict the product of the given reaction. (1) Given the reactants [CH3:1][C:2]1[O:3][C:4]2[C:9]([C:10](=[O:12])[CH:11]=1)=[CH:8][CH:7]=[CH:6][C:5]=2[CH:13]=[C:14]([C:23](=O)[CH3:24])[C:15]([O:17][CH2:18][CH:19]1[CH2:22][CH2:21][CH2:20]1)=[O:16].[NH2:26][C:27]([CH3:32])=[CH:28][C:29](=[O:31])[CH3:30], predict the reaction product. The product is: [C:29]([C:28]1[CH:13]([C:5]2[CH:6]=[CH:7][CH:8]=[C:9]3[C:4]=2[O:3][C:2]([CH3:1])=[CH:11][C:10]3=[O:12])[C:14]([C:15]([O:17][CH2:18][CH:19]2[CH2:22][CH2:21][CH2:20]2)=[O:16])=[C:23]([CH3:24])[NH:26][C:27]=1[CH3:32])(=[O:31])[CH3:30]. (2) Given the reactants [NH2:1][C:2]1[N:7]=[CH:6][C:5]([OH:8])=[CH:4][N:3]=1.CC(C)([O-])C.[K+].[Cl:15][C:16]1[CH:21]=[C:20](Cl)[CH:19]=[CH:18][N:17]=1, predict the reaction product. The product is: [Cl:15][C:16]1[CH:21]=[C:20]([O:8][C:5]2[CH:4]=[N:3][C:2]([NH2:1])=[N:7][CH:6]=2)[CH:19]=[CH:18][N:17]=1. (3) Given the reactants [CH3:1][CH:2]1[CH2:11][C:10](=[O:12])[NH:9][C:8]2[N:7]=[C:6]([O:13][CH2:14][CH2:15][CH2:16][CH:17]=O)[CH:5]=[CH:4][C:3]1=2.Cl.[Cl:20][C:21]1[C:26]([Cl:27])=[CH:25][CH:24]=[CH:23][C:22]=1[N:28]1[CH2:33][CH2:32][NH:31][CH2:30][CH2:29]1.C(N(CC)CC)C.C(O[BH-](OC(=O)C)OC(=O)C)(=O)C.[Na+], predict the reaction product. The product is: [Cl:20][C:21]1[C:26]([Cl:27])=[CH:25][CH:24]=[CH:23][C:22]=1[N:28]1[CH2:33][CH2:32][N:31]([CH2:17][CH2:16][CH2:15][CH2:14][O:13][C:6]2[N:7]=[C:8]3[C:3]([CH:2]([CH3:1])[CH2:11][C:10](=[O:12])[NH:9]3)=[CH:4][CH:5]=2)[CH2:30][CH2:29]1. (4) Given the reactants [C:1]1([C:7]2([C:17]3[CH:22]=[CH:21][CH:20]=[CH:19][CH:18]=3)[CH:11]3[CH2:12][NH:13][CH2:14][CH2:15][N:10]3[C:9](=[O:16])[O:8]2)[CH:6]=[CH:5][CH:4]=[CH:3][CH:2]=1.Br[CH2:24][CH2:25][N:26]=[C:27]=[O:28].[NH:29]1[CH2:33][CH:32]=[CH:31][CH2:30]1.O, predict the reaction product. The product is: [O:16]=[C:9]1[N:10]2[CH2:15][CH2:14][N:13]([C:27]([NH:26][CH2:25][CH2:24][N:29]3[CH:33]=[CH:32][CH:31]=[CH:30]3)=[O:28])[CH2:12][CH:11]2[C:7]([C:1]2[CH:6]=[CH:5][CH:4]=[CH:3][CH:2]=2)([C:17]2[CH:18]=[CH:19][CH:20]=[CH:21][CH:22]=2)[O:8]1. (5) The product is: [CH3:15][N:2]([CH3:1])[CH2:3][CH2:4][C:5]1[C:9]2=[N:10][CH:11]=[CH:12][CH:13]=[C:8]2[NH:7][CH:6]=1. Given the reactants [CH3:1][N:2]([CH3:15])[C:3](=O)[CH2:4][C:5]1[C:9]2=[N:10][CH:11]=[CH:12][CH:13]=[C:8]2[NH:7][CH:6]=1.[H-].[Al+3].[Li+].[H-].[H-].[H-], predict the reaction product. (6) Given the reactants [CH3:1][O:2][C:3](=[O:8])[CH:4]=[CH:5][O:6][CH3:7].[I:9]N1C(=O)CCC1=O.C(O)(=O)C.C(N(CC)CC)C, predict the reaction product. The product is: [I:9][C:4](=[CH:5][O:6][CH3:7])[C:3]([O:2][CH3:1])=[O:8].